This data is from NCI-60 drug combinations with 297,098 pairs across 59 cell lines. The task is: Regression. Given two drug SMILES strings and cell line genomic features, predict the synergy score measuring deviation from expected non-interaction effect. (1) Drug 1: CC1=C(C(=CC=C1)Cl)NC(=O)C2=CN=C(S2)NC3=CC(=NC(=N3)C)N4CCN(CC4)CCO. Drug 2: C1=NC2=C(N1)C(=S)N=CN2. Cell line: BT-549. Synergy scores: CSS=11.6, Synergy_ZIP=11.7, Synergy_Bliss=14.5, Synergy_Loewe=-5.60, Synergy_HSA=-0.0289. (2) Drug 1: CS(=O)(=O)CCNCC1=CC=C(O1)C2=CC3=C(C=C2)N=CN=C3NC4=CC(=C(C=C4)OCC5=CC(=CC=C5)F)Cl. Drug 2: C1CN1C2=NC(=NC(=N2)N3CC3)N4CC4. Cell line: NCI-H522. Synergy scores: CSS=44.6, Synergy_ZIP=-11.3, Synergy_Bliss=0.413, Synergy_Loewe=-0.818, Synergy_HSA=-0.00692. (3) Drug 1: CN1C2=C(C=C(C=C2)N(CCCl)CCCl)N=C1CCCC(=O)O.Cl. Drug 2: CN(CC1=CN=C2C(=N1)C(=NC(=N2)N)N)C3=CC=C(C=C3)C(=O)NC(CCC(=O)O)C(=O)O. Cell line: RXF 393. Synergy scores: CSS=14.5, Synergy_ZIP=0.213, Synergy_Bliss=2.07, Synergy_Loewe=-14.0, Synergy_HSA=0.274.